From a dataset of Reaction yield outcomes from USPTO patents with 853,638 reactions. Predict the reaction yield, written as a fraction of the theoretical maximum amount of product (1.0 means a 100% yield; for example, 0.34 means a 34% yield). (1) The reactants are [NH2:1][C@@H:2]([C:4]([OH:6])=O)[CH3:3].B(F)(F)F.CCOCC.F[C:17]1[CH:24]=[CH:23][C:20]([C:21]#[N:22])=[C:19]([C:25]([F:28])([F:27])[F:26])[CH:18]=1.N[C@H](C)CO.CCN(C(C)C)C(C)C. The catalyst is C1COCC1.CS(C)=O. The product is [OH:6][CH2:4][C@H:2]([NH:1][C:17]1[CH:24]=[CH:23][C:20]([C:21]#[N:22])=[C:19]([C:25]([F:26])([F:28])[F:27])[CH:18]=1)[CH3:3]. The yield is 0.160. (2) The reactants are [N+:1]([C:4]1[CH:9]=[CH:8][C:7]([C:10]2[CH:15]=[CH:14][N:13]3[C:16]4[CH:22]=[CH:21][CH:20]=[CH:19][C:17]=4[N:18]=[C:12]3[N:11]=2)=[CH:6][CH:5]=1)([O-])=O.O.O.Cl[Sn]Cl. The catalyst is C(O)C. The product is [N:11]1[C:12]2[N:13]([C:16]3[CH:22]=[CH:21][CH:20]=[CH:19][C:17]=3[N:18]=2)[CH:14]=[CH:15][C:10]=1[C:7]1[CH:6]=[CH:5][C:4]([NH2:1])=[CH:9][CH:8]=1. The yield is 0.670. (3) The reactants are C[N:2]([CH:4]=[C:5]([C:10](=[O:14])[CH2:11][O:12][CH3:13])[C:6]([O:8][CH3:9])=[O:7])C.Cl.NO. The catalyst is CO. The product is [CH3:13][O:12][CH2:11][C:10]1[O:14][N:2]=[CH:4][C:5]=1[C:6]([O:8][CH3:9])=[O:7]. The yield is 0.180.